From a dataset of NCI-60 drug combinations with 297,098 pairs across 59 cell lines. Regression. Given two drug SMILES strings and cell line genomic features, predict the synergy score measuring deviation from expected non-interaction effect. (1) Drug 1: CCC1=C2CN3C(=CC4=C(C3=O)COC(=O)C4(CC)O)C2=NC5=C1C=C(C=C5)O. Drug 2: CC1C(C(CC(O1)OC2CC(CC3=C2C(=C4C(=C3O)C(=O)C5=C(C4=O)C(=CC=C5)OC)O)(C(=O)CO)O)N)O.Cl. Cell line: RPMI-8226. Synergy scores: CSS=40.2, Synergy_ZIP=-9.84, Synergy_Bliss=-10.8, Synergy_Loewe=-6.65, Synergy_HSA=-5.09. (2) Drug 1: CC(C1=C(C=CC(=C1Cl)F)Cl)OC2=C(N=CC(=C2)C3=CN(N=C3)C4CCNCC4)N. Drug 2: C1C(C(OC1N2C=NC3=C(N=C(N=C32)Cl)N)CO)O. Cell line: M14. Synergy scores: CSS=3.27, Synergy_ZIP=-0.272, Synergy_Bliss=-0.762, Synergy_Loewe=-15.0, Synergy_HSA=-4.60. (3) Drug 1: COC1=C(C=C2C(=C1)N=CN=C2NC3=CC(=C(C=C3)F)Cl)OCCCN4CCOCC4. Drug 2: CN(CC1=CN=C2C(=N1)C(=NC(=N2)N)N)C3=CC=C(C=C3)C(=O)NC(CCC(=O)O)C(=O)O. Cell line: COLO 205. Synergy scores: CSS=27.5, Synergy_ZIP=-1.52, Synergy_Bliss=3.54, Synergy_Loewe=4.27, Synergy_HSA=6.12. (4) Drug 1: CC1=CC=C(C=C1)C2=CC(=NN2C3=CC=C(C=C3)S(=O)(=O)N)C(F)(F)F. Drug 2: CC=C1C(=O)NC(C(=O)OC2CC(=O)NC(C(=O)NC(CSSCCC=C2)C(=O)N1)C(C)C)C(C)C. Cell line: SK-MEL-28. Synergy scores: CSS=23.1, Synergy_ZIP=3.11, Synergy_Bliss=3.79, Synergy_Loewe=-45.4, Synergy_HSA=-2.98. (5) Synergy scores: CSS=-0.467, Synergy_ZIP=0.386, Synergy_Bliss=-0.465, Synergy_Loewe=-0.565, Synergy_HSA=-1.05. Drug 1: CCCCCOC(=O)NC1=NC(=O)N(C=C1F)C2C(C(C(O2)C)O)O. Cell line: UACC-257. Drug 2: CC(C)CN1C=NC2=C1C3=CC=CC=C3N=C2N. (6) Drug 1: C1CCC(CC1)NC(=O)N(CCCl)N=O. Drug 2: C1CNP(=O)(OC1)N(CCCl)CCCl. Cell line: T-47D. Synergy scores: CSS=9.65, Synergy_ZIP=-1.02, Synergy_Bliss=3.51, Synergy_Loewe=-0.809, Synergy_HSA=3.82. (7) Synergy scores: CSS=-11.1, Synergy_ZIP=-0.701, Synergy_Bliss=-10.4, Synergy_Loewe=-14.6, Synergy_HSA=-14.4. Drug 1: C1CCC(CC1)NC(=O)N(CCCl)N=O. Cell line: MDA-MB-435. Drug 2: C1CN1P(=S)(N2CC2)N3CC3. (8) Synergy scores: CSS=50.0, Synergy_ZIP=-1.77, Synergy_Bliss=-2.08, Synergy_Loewe=0.315, Synergy_HSA=1.95. Drug 1: C1=CC(=CC=C1C#N)C(C2=CC=C(C=C2)C#N)N3C=NC=N3. Drug 2: C1=NC2=C(N=C(N=C2N1C3C(C(C(O3)CO)O)O)F)N. Cell line: OVCAR-8. (9) Drug 1: C1=C(C(=O)NC(=O)N1)F. Drug 2: CC12CCC3C(C1CCC2OP(=O)(O)O)CCC4=C3C=CC(=C4)OC(=O)N(CCCl)CCCl.[Na+]. Cell line: A549. Synergy scores: CSS=41.7, Synergy_ZIP=4.15, Synergy_Bliss=-2.63, Synergy_Loewe=-17.4, Synergy_HSA=-1.39.